Dataset: Catalyst prediction with 721,799 reactions and 888 catalyst types from USPTO. Task: Predict which catalyst facilitates the given reaction. Reactant: [H-].[Na+].[CH3:3][C:4]1[CH:5]=[C:6]([OH:10])[CH:7]=[CH:8][CH:9]=1.CS(O[CH:16]1[CH2:21][CH2:20][N:19]([C:22]([O:24][C:25]([CH3:28])([CH3:27])[CH3:26])=[O:23])[CH2:18][CH2:17]1)(=O)=O.O. Product: [CH3:3][C:4]1[CH:5]=[C:6]([CH:7]=[CH:8][CH:9]=1)[O:10][CH:16]1[CH2:21][CH2:20][N:19]([C:22]([O:24][C:25]([CH3:28])([CH3:27])[CH3:26])=[O:23])[CH2:18][CH2:17]1. The catalyst class is: 9.